From a dataset of Full USPTO retrosynthesis dataset with 1.9M reactions from patents (1976-2016). Predict the reactants needed to synthesize the given product. Given the product [CH2:40]([C:4]1[CH:3]=[CH:2][CH:7]=[CH:6][C:5]=1[C:9]1[CH:14]=[CH:13][N:12]=[CH:11][C:10]=1[NH:15][CH3:32])[CH3:41], predict the reactants needed to synthesize it. The reactants are: F[C:2]1[C:7](F)=[CH:6][C:5]([C:9]2[CH:14]=[CH:13][N:12]=[CH:11][C:10]=2[N:15]([CH2:32]CS(C)(=O)=O)C(=O)C2C=C(C(F)(F)F)N=C(C(F)(F)F)C=2)=[C:4](OC)[CH:3]=1.[CH2:40](C1C=CC=CC=1B(O)O)[CH3:41].